This data is from Full USPTO retrosynthesis dataset with 1.9M reactions from patents (1976-2016). The task is: Predict the reactants needed to synthesize the given product. (1) Given the product [NH:13]([C:20]([O:22][C:23]([CH3:26])([CH3:25])[CH3:24])=[O:21])[C:14]([C:17]([NH:27][C@H:28]([C:36]([NH:38][C:39]1[CH:44]=[CH:43][CH:42]=[CH:41][CH:40]=1)=[O:37])[CH2:29][C:30]1[CH:35]=[CH:34][CH:33]=[CH:32][CH:31]=1)=[O:19])([CH3:15])[CH3:16], predict the reactants needed to synthesize it. The reactants are: CCN=C=NCCCN(C)C.Cl.[NH:13]([C:20]([O:22][C:23]([CH3:26])([CH3:25])[CH3:24])=[O:21])[C:14]([C:17]([OH:19])=O)([CH3:16])[CH3:15].[NH2:27][C@H:28]([C:36]([NH:38][C:39]1[CH:44]=[CH:43][CH:42]=[CH:41][CH:40]=1)=[O:37])[CH2:29][C:30]1[CH:35]=[CH:34][CH:33]=[CH:32][CH:31]=1. (2) The reactants are: [C:1](Cl)(=O)[C:2](Cl)=[O:3].[CH3:7][N:8]1[C:16]2[C:11](=[CH:12][CH:13]=[CH:14][CH:15]=2)[CH:10]=[CH:9]1.[CH3:17][C:18]1([CH3:35])[O:22][C@H:21]([CH2:23][O:24][C:25]2[CH:26]=[C:27]([CH2:31][C:32]([OH:34])=[O:33])[CH:28]=[CH:29][CH:30]=2)[CH2:20][O:19]1.CCN(CC)CC. Given the product [CH3:7][N:8]1[C:16]2[C:11](=[CH:12][CH:13]=[CH:14][CH:15]=2)[C:10]([C:1]2[C:2](=[O:3])[O:33][C:32](=[O:34])[C:31]=2[C:27]2[CH:28]=[CH:29][CH:30]=[C:25]([O:24][CH2:23][C@@H:21]3[CH2:20][O:19][C:18]([CH3:35])([CH3:17])[O:22]3)[CH:26]=2)=[CH:9]1, predict the reactants needed to synthesize it.